Dataset: Full USPTO retrosynthesis dataset with 1.9M reactions from patents (1976-2016). Task: Predict the reactants needed to synthesize the given product. Given the product [CH3:1][O:2][C:3](=[O:15])[C:4]1[CH:13]=[C:12]([CH2:24][O:25][C:17]2[CH:22]=[CH:21][CH:20]=[CH:19][CH:18]=2)[CH:11]=[C:6]([C:7]([O:9][CH3:10])=[O:8])[CH:5]=1, predict the reactants needed to synthesize it. The reactants are: [CH3:1][O:2][C:3](=[O:15])[C:4]1[CH:13]=[C:12](O)[CH:11]=[C:6]([C:7]([O:9][CH3:10])=[O:8])[CH:5]=1.C(Br)[C:17]1[CH:22]=[CH:21][CH:20]=[CH:19][CH:18]=1.[C:24](=O)([O-])[O-:25].[K+].[K+].